From a dataset of Forward reaction prediction with 1.9M reactions from USPTO patents (1976-2016). Predict the product of the given reaction. (1) Given the reactants [NH2:1][C:2](=[O:41])[CH2:3][C:4]1[CH:40]=[CH:39][CH:38]=[CH:37][C:5]=1[CH2:6][CH2:7][C:8]1[C:13]([C:14]([F:17])([F:16])[F:15])=[CH:12][N:11]=[C:10]([NH:18][C:19]2[CH:36]=[CH:35][C:22]([CH2:23][N:24]([CH2:32][CH2:33][OH:34])C(=O)OC(C)(C)C)=[CH:21][CH:20]=2)[N:9]=1.FC(F)(F)C(O)=O, predict the reaction product. The product is: [OH:34][CH2:33][CH2:32][NH:24][CH2:23][C:22]1[CH:21]=[CH:20][C:19]([NH:18][C:10]2[N:9]=[C:8]([CH2:7][CH2:6][C:5]3[CH:37]=[CH:38][CH:39]=[CH:40][C:4]=3[CH2:3][C:2]([NH2:1])=[O:41])[C:13]([C:14]([F:17])([F:16])[F:15])=[CH:12][N:11]=2)=[CH:36][CH:35]=1. (2) Given the reactants [CH3:1][NH2:2].Br[CH2:4][CH2:5][C:6]1[C:15]2[C:10](=[CH:11][C:12]([O:16][CH2:17][C:18]3[CH:23]=[CH:22][CH:21]=[C:20]([Cl:24])[CH:19]=3)=[CH:13][CH:14]=2)[O:9][C:8](=[O:25])[CH:7]=1.C([O-])([O-])=O.[K+].[K+], predict the reaction product. The product is: [CH3:1][NH:2][CH2:4][CH2:5][C:6]1[C:15]2[C:10](=[CH:11][C:12]([O:16][CH2:17][C:18]3[CH:23]=[CH:22][CH:21]=[C:20]([Cl:24])[CH:19]=3)=[CH:13][CH:14]=2)[O:9][C:8](=[O:25])[CH:7]=1. (3) Given the reactants [CH2:1]([O:3][C:4]([C:6]1[CH:11]=[CH:10][CH:9]=[C:8]([S:12][CH2:13][C:14](=O)[CH3:15])[N:7]=1)=[O:5])[CH3:2].Cl.[Cl:18][C:19]1[C:20]([F:27])=[C:21]([NH:25]N)[CH:22]=[CH:23][CH:24]=1, predict the reaction product. The product is: [CH2:1]([O:3][C:4]([C:6]1[CH:11]=[CH:10][CH:9]=[C:8]([S:12][C:13]2[C:22]3[C:21](=[C:20]([F:27])[C:19]([Cl:18])=[CH:24][CH:23]=3)[NH:25][C:14]=2[CH3:15])[N:7]=1)=[O:5])[CH3:2]. (4) Given the reactants [C:1]([O:5][C:6](=[O:29])[NH:7][C@@H:8]1[CH2:13][CH2:12][CH2:11][N:10]([C:14](=[O:28])[C:15]2[CH:20]=[C:19]([N+:21]([O-])=O)[C:18]([NH:24][CH3:25])=[C:17]([O:26][CH3:27])[CH:16]=2)[CH2:9]1)([CH3:4])([CH3:3])[CH3:2].[CH2:30]([N:32]1[C:36]2=[N:37][CH:38]=[CH:39][CH:40]=[C:35]2[CH:34]=[C:33]1[CH:41]=O)[CH3:31].S(S([O-])=O)([O-])=O.[Na+].[Na+], predict the reaction product. The product is: [C:1]([O:5][C:6](=[O:29])[NH:7][C@@H:8]1[CH2:13][CH2:12][CH2:11][N:10]([C:14]([C:15]2[CH:16]=[C:17]([O:26][CH3:27])[C:18]3[N:24]([CH3:25])[C:41]([C:33]4[N:32]([CH2:30][CH3:31])[C:36]5=[N:37][CH:38]=[CH:39][CH:40]=[C:35]5[CH:34]=4)=[N:21][C:19]=3[CH:20]=2)=[O:28])[CH2:9]1)([CH3:4])([CH3:3])[CH3:2]. (5) Given the reactants [CH3:1][C:2]1[CH:7]=[CH:6][C:5]([Br:8])=[CH:4][C:3]=1[N+:9]([O-:11])=[O:10].CO[CH:14](OC)[N:15]([CH3:17])[CH3:16], predict the reaction product. The product is: [Br:8][C:5]1[CH:6]=[CH:7][C:2](/[CH:1]=[CH:14]/[N:15]([CH3:17])[CH3:16])=[C:3]([N+:9]([O-:11])=[O:10])[CH:4]=1. (6) Given the reactants [Mg].II.Br[C:5]1[CH:10]=[CH:9][C:8]([O:11][C:12]([F:15])([F:14])[F:13])=[C:7]([F:16])[CH:6]=1.[Br-].[CH3:18][C:19]([S@@:22](/[N:24]=[C:25]1\[CH2:26][CH2:27][O:28][C:29]2[C:30]\1=[N:31][CH:32]=[CH:33][CH:34]=2)=[O:23])([CH3:21])[CH3:20], predict the reaction product. The product is: [F:16][C:7]1[CH:6]=[C:5]([C@:25]2([NH:24][S@:22]([C:19]([CH3:21])([CH3:20])[CH3:18])=[O:23])[C:30]3=[N:31][CH:32]=[CH:33][CH:34]=[C:29]3[O:28][CH2:27][CH2:26]2)[CH:10]=[CH:9][C:8]=1[O:11][C:12]([F:15])([F:14])[F:13]. (7) The product is: [F:1][C:2]1[CH:7]=[CH:6][C:5]([CH2:8][C:9]2[C:10]([N:16]3[CH2:22][C:21]4[CH:23]=[C:24]([C:27]5[CH:28]=[C:29]6[NH:35][C:34]([NH2:36])=[N:33][C:30]6=[N:31][CH:32]=5)[CH:25]=[CH:26][C:20]=4[O:19][CH2:18][CH2:17]3)=[N:11][CH:12]=[N:13][C:14]=2[CH3:15])=[CH:4][CH:3]=1. Given the reactants [F:1][C:2]1[CH:7]=[CH:6][C:5]([CH2:8][C:9]2[C:10]([N:16]3[CH2:22][C:21]4[CH:23]=[C:24]([C:27]5[CH:28]=[C:29]6[NH:35][C:34]([NH:36]C(=O)OC)=[N:33][C:30]6=[N:31][CH:32]=5)[CH:25]=[CH:26][C:20]=4[O:19][CH2:18][CH2:17]3)=[N:11][CH:12]=[N:13][C:14]=2[CH3:15])=[CH:4][CH:3]=1.Cl, predict the reaction product. (8) Given the reactants [OH-].[K+].Cl.Cl[CH2:5][CH2:6][N:7]1[CH2:12][CH2:11][O:10][CH2:9][CH2:8]1.[CH3:13][C:14]1[NH:18][C:17]2[S:19][CH:20]=[CH:21][C:16]=2[CH:15]=1, predict the reaction product. The product is: [CH3:13][C:14]1[N:18]([CH2:5][CH2:6][N:7]2[CH2:12][CH2:11][O:10][CH2:9][CH2:8]2)[C:17]2[S:19][CH:20]=[CH:21][C:16]=2[CH:15]=1. (9) The product is: [F:15][C:16]1[CH:17]=[C:18]([S:24]([NH:1][C:4]2[CH:13]=[CH:12][CH:11]=[C:10]3[C:5]=2[CH:6]=[CH:7][C:8]([NH:38][CH2:37][CH2:36][C:31]2[CH:32]=[CH:33][CH:34]=[CH:35][C:30]=2[O:29][CH3:28])=[N:9]3)(=[O:26])=[O:25])[CH:19]=[C:20]([F:23])[C:21]=1[F:22]. Given the reactants [N+:1]([C:4]1[CH:13]=[CH:12][CH:11]=[C:10]2[C:5]=1[CH:6]=[CH:7][C:8](Cl)=[N:9]2)([O-])=O.[F:15][C:16]1[CH:17]=[C:18]([S:24](Cl)(=[O:26])=[O:25])[CH:19]=[C:20]([F:23])[C:21]=1[F:22].[CH3:28][O:29][C:30]1[CH:35]=[CH:34][CH:33]=[CH:32][C:31]=1[CH2:36][CH2:37][NH2:38], predict the reaction product.